From a dataset of hERG potassium channel inhibition data for cardiac toxicity prediction from Karim et al.. Regression/Classification. Given a drug SMILES string, predict its toxicity properties. Task type varies by dataset: regression for continuous values (e.g., LD50, hERG inhibition percentage) or binary classification for toxic/non-toxic outcomes (e.g., AMES mutagenicity, cardiotoxicity, hepatotoxicity). Dataset: herg_karim. (1) The drug is C[C@@H]1CCCN1CCc1ccc(-c2ccc(S(=O)(=O)CCCO)cc2)cc1. The result is 0 (non-blocker). (2) The compound is Clc1cccc2c(-c3nc(CN4CCCC4)cs3)cn(CC3CCOCC3)c12. The result is 1 (blocker). (3) The drug is O=C(O)c1cc(CN2CCN(c3ccc(Br)cc3)CC2)c2ccccn2c1=O. The result is 1 (blocker).